Dataset: Full USPTO retrosynthesis dataset with 1.9M reactions from patents (1976-2016). Task: Predict the reactants needed to synthesize the given product. Given the product [NH2:14][C@@H:5]([CH2:6][S:7][C:8]1[CH:13]=[CH:12][CH:11]=[CH:10][CH:9]=1)[CH2:4][OH:3], predict the reactants needed to synthesize it. The reactants are: Cl.C[O:3][C:4](=O)[C@@H:5]([NH2:14])[CH2:6][S:7][C:8]1[CH:13]=[CH:12][CH:11]=[CH:10][CH:9]=1.[H-].[Al+3].[Li+].[H-].[H-].[H-].O.[OH-].[Na+].